This data is from Full USPTO retrosynthesis dataset with 1.9M reactions from patents (1976-2016). The task is: Predict the reactants needed to synthesize the given product. Given the product [NH2:20][CH2:13][C@@H:12]([C@@H:15]1[CH:19]=[CH:18][CH2:17][O:16]1)[OH:11], predict the reactants needed to synthesize it. The reactants are: CC1C=CC(S([O:11][C@@H:12]([C@@H:15]2[CH:19]=[CH:18][CH2:17][O:16]2)[CH2:13]O)(=O)=O)=CC=1.[NH3:20].CC(O)C.